Dataset: Catalyst prediction with 721,799 reactions and 888 catalyst types from USPTO. Task: Predict which catalyst facilitates the given reaction. (1) Reactant: [C:1]([CH:5]1[O:18][CH2:17][C:16]2[C:15]3[C:10](=[CH:11][CH:12]=[C:13]([C:19]([NH2:21])=O)[CH:14]=3)[C:9](=[O:22])[NH:8][C:7]=2[CH2:6]1)([CH3:4])([CH3:3])[CH3:2].C(N(CC)CC)C.FC(F)(F)C(OC(=O)C(F)(F)F)=O. Product: [C:1]([CH:5]1[O:18][CH2:17][C:16]2[C:15]3[C:10](=[CH:11][CH:12]=[C:13]([C:19]#[N:21])[CH:14]=3)[C:9](=[O:22])[NH:8][C:7]=2[CH2:6]1)([CH3:4])([CH3:2])[CH3:3]. The catalyst class is: 60. (2) Reactant: [F:1][C:2]1[CH:3]=[C:4]([N:15]2[CH2:19][C@H:18]([CH2:20]O)[O:17][C:16]2=[O:22])[CH:5]=[C:6]([F:14])[C:7]=1[N:8]1[CH2:13][CH2:12][S:11][CH2:10][CH2:9]1.C(N(CC)CC)C.CS(Cl)(=O)=O.[N-:35]=[N+:36]=[N-:37].[Na+]. Product: [F:1][C:2]1[CH:3]=[C:4]([N:15]2[CH2:19][C@H:18]([CH2:20][N:35]=[N+:36]=[N-:37])[O:17][C:16]2=[O:22])[CH:5]=[C:6]([F:14])[C:7]=1[N:8]1[CH2:9][CH2:10][S:11][CH2:12][CH2:13]1. The catalyst class is: 46. (3) Reactant: [CH2:1]([C:3]1[CH:4]=[C:5]([CH:8]=[CH:9][C:10]=1[OH:11])[C:6]#[N:7])[CH3:2].F[C:13]1[N:18]=[CH:17][C:16]([N:19]2[C:23](=[O:24])[C:22]([CH3:26])([CH3:25])[NH:21][C:20]2=[O:27])=[CH:15][CH:14]=1.C(=O)([O-])[O-].[K+].[K+].C(OCC)C. Product: [CH3:25][C:22]1([CH3:26])[C:23](=[O:24])[N:19]([C:16]2[CH:15]=[CH:14][C:13]([O:11][C:10]3[CH:9]=[CH:8][C:5]([C:6]#[N:7])=[CH:4][C:3]=3[CH2:1][CH3:2])=[N:18][CH:17]=2)[C:20](=[O:27])[NH:21]1. The catalyst class is: 35. (4) Product: [Cl:19][C:9]1[C:10]2[CH2:15][S:14][CH2:13][C:11]=2[N:12]=[C:7]([C:5]2[S:6][C:2]([F:1])=[CH:3][CH:4]=2)[N:8]=1. Reactant: [F:1][C:2]1[S:6][C:5]([C:7]2[N:8]=[C:9](O)[C:10]3[CH2:15][S:14][CH2:13][C:11]=3[N:12]=2)=[CH:4][CH:3]=1.P(Cl)(Cl)([Cl:19])=O.O. The catalyst class is: 4. (5) Reactant: C(=O)([O-])[O-].[K+].[K+].[NH:7]1[CH:11]=[CH:10][N:9]=[CH:8]1.CN(C=O)C.[F:17][C:18]1[CH:19]=[C:20]([CH:23]=[CH:24][C:25]=1F)[CH:21]=[O:22]. Product: [F:17][C:18]1[CH:19]=[C:20]([CH:23]=[CH:24][C:25]=1[N:7]1[CH:11]=[CH:10][N:9]=[CH:8]1)[CH:21]=[O:22]. The catalyst class is: 84. (6) Reactant: [CH2:1]([O:3][C:4]1([CH2:15][OH:16])[CH2:9][O:8][C:7]([O:12][CH2:13][CH3:14])([CH2:10][OH:11])[CH2:6][O:5]1)[CH3:2].[OH-].[K+].[CH2:19](Br)[C:20]1[CH:25]=[CH:24][CH:23]=[CH:22][CH:21]=1.O. Product: [CH2:19]([O:16][CH2:15][C:4]1([O:3][CH2:1][CH3:2])[CH2:9][O:8][C:7]([CH2:10][O:11][CH2:19][C:20]2[CH:25]=[CH:24][CH:23]=[CH:22][CH:21]=2)([O:12][CH2:13][CH3:14])[CH2:6][O:5]1)[C:20]1[CH:25]=[CH:24][CH:23]=[CH:22][CH:21]=1. The catalyst class is: 11. (7) Reactant: [CH2:1]([N:3]1[CH2:8][CH2:7][CH2:6][C@@H:5]([CH2:9][N:10]2[CH2:15][CH2:14][N:13](C(OCC3C=CC=CC=3)=O)[CH2:12][CH2:11]2)[CH2:4]1)[CH3:2]. Product: [CH2:1]([N:3]1[CH2:8][CH2:7][CH2:6][C@@H:5]([CH2:9][N:10]2[CH2:11][CH2:12][NH:13][CH2:14][CH2:15]2)[CH2:4]1)[CH3:2]. The catalyst class is: 29. (8) Reactant: [O:1]=[C:2]([C:6]1[CH:11]=[CH:10][CH:9]=[CH:8][CH:7]=1)[C:3]([OH:5])=[O:4].[CH3:12][CH:13](O)[CH3:14].C(=NC1CCCCC1)=NC1CCCCC1. Product: [O:1]=[C:2]([C:6]1[CH:11]=[CH:10][CH:9]=[CH:8][CH:7]=1)[C:3]([O:5][CH:13]([CH3:14])[CH3:12])=[O:4]. The catalyst class is: 119.